Dataset: Full USPTO retrosynthesis dataset with 1.9M reactions from patents (1976-2016). Task: Predict the reactants needed to synthesize the given product. Given the product [CH3:1][O:6][CH2:7][CH2:8][O:10][CH2:18][CH2:17][O:16][CH2:11][CH3:12].[C:1]([O:6][CH2:7][CH:8]1[O:10][CH2:9]1)(=[O:5])[C:2]([CH3:4])=[CH2:3].[C:11]([O:16][CH2:17][C:18]1[CH:19]=[CH:20][CH:21]=[CH:22][CH:23]=1)(=[O:15])[C:12]([CH3:14])=[CH2:13].[C:24]([OH:29])(=[O:28])[C:25]([CH3:27])=[CH2:26], predict the reactants needed to synthesize it. The reactants are: [C:1]([O:6][CH2:7][CH:8]1[O:10][CH2:9]1)(=[O:5])[C:2]([CH3:4])=[CH2:3].[C:11]([O:16][CH2:17][C:18]1[CH:23]=[CH:22][CH:21]=[CH:20][CH:19]=1)(=[O:15])[C:12]([CH3:14])=[CH2:13].[C:24]([OH:29])(=[O:28])[C:25]([CH3:27])=[CH2:26].N(C(C)(CC)C([O-])=O)=NC(C)(CC)C([O-])=O.